From a dataset of Reaction yield outcomes from USPTO patents with 853,638 reactions. Predict the reaction yield, written as a fraction of the theoretical maximum amount of product (1.0 means a 100% yield; for example, 0.34 means a 34% yield). (1) The reactants are Cl.[N:2]1[CH:7]=[CH:6][C:5]([CH2:8][C:9]([OH:11])=O)=[CH:4][CH:3]=1.C(N(CC)CC)C.C(N1C=CN=C1)(N1C=CN=C1)=O.[CH3:31][C:32]1(C)[O:37]C(=O)[CH2:35][C:34](=O)[O:33]1.N1C=CC=CC=1. The catalyst is C(Cl)Cl. The product is [CH2:34]([O:33][C:32](=[O:37])[CH2:31][C:9](=[O:11])[CH2:8][C:5]1[CH:4]=[CH:3][N:2]=[CH:7][CH:6]=1)[CH3:35]. The yield is 0.150. (2) The reactants are [CH3:1][N:2]1[CH2:7][C:6](=[O:8])[NH:5][C:4]2[CH:9]=[C:10]([C:13](OC)=[O:14])[CH:11]=[N:12][C:3]1=2.[H-].[Na+].[H-].[Al+3].[Li+].[H-].[H-].[H-].CO. The catalyst is O1CCCC1.O.C(OCC)(=O)C. The product is [OH:14][CH2:13][C:10]1[CH:11]=[N:12][C:3]2[N:2]([CH3:1])[CH2:7][C:6](=[O:8])[NH:5][C:4]=2[CH:9]=1. The yield is 0.950.